This data is from Forward reaction prediction with 1.9M reactions from USPTO patents (1976-2016). The task is: Predict the product of the given reaction. (1) Given the reactants [CH2:1]([C:3]1[N:4]([CH2:9][CH2:10][NH2:11])[CH:5]=[C:6]([I:8])[N:7]=1)[CH3:2].[F:12][C:13]([F:26])([F:25])[O:14][C:15]1[CH:20]=[CH:19][C:18]([CH2:21][CH2:22][CH:23]=O)=[CH:17][CH:16]=1, predict the reaction product. The product is: [CH2:1]([C:3]1[N:4]2[CH2:9][CH2:10][NH:11][CH:23]([CH2:22][CH2:21][C:18]3[CH:17]=[CH:16][C:15]([O:14][C:13]([F:12])([F:25])[F:26])=[CH:20][CH:19]=3)[C:5]2=[C:6]([I:8])[N:7]=1)[CH3:2]. (2) The product is: [Cl:24][C:21]1[CH:22]=[CH:23][C:18]([C:7]2[N:8]([CH2:11][CH:12]([OH:17])[C:13]([F:16])([F:14])[F:15])[C:9](=[O:10])[N:5]([CH2:4][C:3]([OH:25])=[O:2])[N:6]=2)=[CH:19][CH:20]=1. Given the reactants C[O:2][C:3](=[O:25])[CH2:4][N:5]1[C:9](=[O:10])[N:8]([CH2:11][CH:12]([OH:17])[C:13]([F:16])([F:15])[F:14])[C:7]([C:18]2[CH:23]=[CH:22][C:21]([Cl:24])=[CH:20][CH:19]=2)=[N:6]1.[OH-].[Li+], predict the reaction product. (3) Given the reactants N(C(OC(C)C)=O)=NC(OC(C)C)=O.[CH3:15][S:16][C:17]1[C:22]([NH:23][C:24](=[O:27])[CH2:25]O)=[C:21]([S:28][CH3:29])[CH:20]=[C:19]([CH3:30])[N:18]=1.I(O)(=O)=O.[N:35]1[C:39]2[CH:40]=[CH:41][CH:42]=[CH:43][C:38]=2[NH:37][C:36]=1[S:44][CH2:45][CH2:46][N:47]1[CH2:52][CH2:51][NH:50][CH2:49][CH2:48]1.C1(P(C2C=CC=CC=2)C2C=CC=CC=2)C=CC=CC=1.Cl, predict the reaction product. The product is: [N:35]1[C:39]2[CH:40]=[CH:41][CH:42]=[CH:43][C:38]=2[NH:37][C:36]=1[S:44][CH2:45][CH2:46][N:47]1[CH2:52][CH2:51][N:50]([CH2:25][C:24]([NH:23][C:22]2[C:17]([S:16][CH3:15])=[N:18][C:19]([CH3:30])=[CH:20][C:21]=2[S:28][CH3:29])=[O:27])[CH2:49][CH2:48]1.